Dataset: NCI-60 drug combinations with 297,098 pairs across 59 cell lines. Task: Regression. Given two drug SMILES strings and cell line genomic features, predict the synergy score measuring deviation from expected non-interaction effect. (1) Drug 1: CCCS(=O)(=O)NC1=C(C(=C(C=C1)F)C(=O)C2=CNC3=C2C=C(C=N3)C4=CC=C(C=C4)Cl)F. Drug 2: CCCS(=O)(=O)NC1=C(C(=C(C=C1)F)C(=O)C2=CNC3=C2C=C(C=N3)C4=CC=C(C=C4)Cl)F. Cell line: HCT116. Synergy scores: CSS=1.91, Synergy_ZIP=7.17, Synergy_Bliss=5.54, Synergy_Loewe=2.55, Synergy_HSA=2.78. (2) Synergy scores: CSS=-1.19, Synergy_ZIP=4.46, Synergy_Bliss=4.44, Synergy_Loewe=-1.75, Synergy_HSA=-2.18. Cell line: HS 578T. Drug 2: COC1=C2C(=CC3=C1OC=C3)C=CC(=O)O2. Drug 1: CN1CCC(CC1)COC2=C(C=C3C(=C2)N=CN=C3NC4=C(C=C(C=C4)Br)F)OC. (3) Drug 1: CCCCCOC(=O)NC1=NC(=O)N(C=C1F)C2C(C(C(O2)C)O)O. Drug 2: C1CN(P(=O)(OC1)NCCCl)CCCl. Cell line: COLO 205. Synergy scores: CSS=-9.48, Synergy_ZIP=12.5, Synergy_Bliss=15.1, Synergy_Loewe=-3.29, Synergy_HSA=-1.50. (4) Drug 1: CC1=C(C(=CC=C1)Cl)NC(=O)C2=CN=C(S2)NC3=CC(=NC(=N3)C)N4CCN(CC4)CCO. Drug 2: C1CNP(=O)(OC1)N(CCCl)CCCl. Cell line: HCT-15. Synergy scores: CSS=2.70, Synergy_ZIP=-1.64, Synergy_Bliss=-5.34, Synergy_Loewe=-7.90, Synergy_HSA=-5.38. (5) Drug 1: C1=CC=C(C=C1)NC(=O)CCCCCCC(=O)NO. Drug 2: C1=CC(=C(C=C1I)F)NC2=C(C=CC(=C2F)F)C(=O)NOCC(CO)O. Cell line: UACC62. Synergy scores: CSS=57.1, Synergy_ZIP=-4.23, Synergy_Bliss=-6.16, Synergy_Loewe=-4.80, Synergy_HSA=-1.69. (6) Drug 1: CCN(CC)CCNC(=O)C1=C(NC(=C1C)C=C2C3=C(C=CC(=C3)F)NC2=O)C. Drug 2: CC(C)(C#N)C1=CC(=CC(=C1)CN2C=NC=N2)C(C)(C)C#N. Cell line: MOLT-4. Synergy scores: CSS=-5.72, Synergy_ZIP=3.26, Synergy_Bliss=3.23, Synergy_Loewe=-5.60, Synergy_HSA=-4.70. (7) Drug 1: CC1C(C(CC(O1)OC2CC(CC3=C2C(=C4C(=C3O)C(=O)C5=C(C4=O)C(=CC=C5)OC)O)(C(=O)C)O)N)O.Cl. Drug 2: CN(C)N=NC1=C(NC=N1)C(=O)N. Cell line: SF-539. Synergy scores: CSS=19.9, Synergy_ZIP=-4.25, Synergy_Bliss=-0.374, Synergy_Loewe=-16.9, Synergy_HSA=-0.139. (8) Drug 1: CC12CCC3C(C1CCC2=O)CC(=C)C4=CC(=O)C=CC34C. Drug 2: CN(CC1=CN=C2C(=N1)C(=NC(=N2)N)N)C3=CC=C(C=C3)C(=O)NC(CCC(=O)O)C(=O)O. Cell line: MCF7. Synergy scores: CSS=32.0, Synergy_ZIP=-1.62, Synergy_Bliss=-1.34, Synergy_Loewe=-4.63, Synergy_HSA=1.31. (9) Drug 1: C1CCC(C1)C(CC#N)N2C=C(C=N2)C3=C4C=CNC4=NC=N3. Drug 2: CNC(=O)C1=CC=CC=C1SC2=CC3=C(C=C2)C(=NN3)C=CC4=CC=CC=N4. Cell line: MALME-3M. Synergy scores: CSS=3.62, Synergy_ZIP=1.36, Synergy_Bliss=5.95, Synergy_Loewe=3.19, Synergy_HSA=3.72.